From a dataset of CYP2C19 inhibition data for predicting drug metabolism from PubChem BioAssay. Regression/Classification. Given a drug SMILES string, predict its absorption, distribution, metabolism, or excretion properties. Task type varies by dataset: regression for continuous measurements (e.g., permeability, clearance, half-life) or binary classification for categorical outcomes (e.g., BBB penetration, CYP inhibition). Dataset: cyp2c19_veith. (1) The drug is CO[C@@H](C(C)C)[C@@H](C)[C@@H]1OC(=O)C[C@@H]1O. The result is 0 (non-inhibitor). (2) The molecule is O=C1C=C(N2CCN(c3ccccn3)CC2)C(=O)c2c(O)ccc(O)c21. The result is 0 (non-inhibitor). (3) The compound is CCN(CC)CCOCCOC(=O)C1(c2ccccc2)CCCC1. The result is 0 (non-inhibitor). (4) The compound is NC(=O)CNC(=O)[C@@H]1CC2(CC(c3ccc(Cl)cc3)=NO2)CN1C(=O)c1ccccc1. The result is 0 (non-inhibitor). (5) The compound is CC(C)N1CCC(=NNC(=O)c2ccc(Br)o2)CC1. The result is 0 (non-inhibitor).